The task is: Predict the reactants needed to synthesize the given product.. This data is from Full USPTO retrosynthesis dataset with 1.9M reactions from patents (1976-2016). (1) Given the product [Br:9][C:10]1[CH:15]=[CH:14][C:13]([F:17])=[C:12]([O:4][CH3:1])[CH:11]=1, predict the reactants needed to synthesize it. The reactants are: [C:1](=[O:4])([O-])[O-].[K+].[K+].CI.[Br:9][C:10]1[CH:11]=[CH:12][C:13]([F:17])=[C:14](O)[CH:15]=1.O. (2) Given the product [CH3:1][C:2]1([CH3:14])[CH2:6][C:5](=[O:7])[CH:4]([C:8]2[N:12]([CH3:13])[N:11]=[CH:10][CH:9]=2)[CH2:3]1, predict the reactants needed to synthesize it. The reactants are: [CH3:1][C:2]1([CH3:14])[CH2:6][C:5](=[O:7])[C:4]([C:8]2[N:12]([CH3:13])[N:11]=[CH:10][CH:9]=2)=[CH:3]1.